From a dataset of Forward reaction prediction with 1.9M reactions from USPTO patents (1976-2016). Predict the product of the given reaction. (1) Given the reactants [C:1]1([CH2:7][CH2:8][CH2:9][CH2:10][CH2:11][C:12]([OH:14])=O)[CH:6]=[CH:5][CH:4]=[CH:3][CH:2]=1.C1N=CN(C(N2C=NC=C2)=O)C=1.[N+:27]([CH2:30][CH2:31][CH3:32])([O-:29])=[O:28].C1CCN2C(=NCCC2)CC1, predict the reaction product. The product is: [N+:27]([CH:30]([C:12](=[O:14])[CH2:11][CH2:10][CH2:9][CH2:8][CH2:7][C:1]1[CH:2]=[CH:3][CH:4]=[CH:5][CH:6]=1)[CH2:31][CH3:32])([O-:29])=[O:28]. (2) Given the reactants C(OC(=O)[NH:7][CH:8]1[CH2:13][CH2:12][CH:11]([CH2:14][NH:15][C:16]2[C:21]([N+:22]([O-:24])=[O:23])=[CH:20][N:19]=[C:18](Cl)[N:17]=2)[CH2:10][CH2:9]1)(C)(C)C.[NH2:27][CH2:28][C:29]1[CH:30]=[N:31][CH:32]=[CH:33][C:34]=1[Cl:35], predict the reaction product. The product is: [NH2:7][C@H:8]1[CH2:9][CH2:10][C@H:11]([CH2:14][NH:15][C:16]2[C:21]([N+:22]([O-:24])=[O:23])=[CH:20][N:19]=[C:18]([NH:27][CH2:28][C:29]3[CH:30]=[N:31][CH:32]=[CH:33][C:34]=3[Cl:35])[N:17]=2)[CH2:12][CH2:13]1. (3) Given the reactants [Li]CCCC.[C:6]1([C:12]2[S:13][CH:14]=[CH:15][CH:16]=2)[CH:11]=[CH:10][CH:9]=[CH:8][CH:7]=1.[Br-].[Li+].[C:19](=[S:21])=[S:20].I[CH3:23], predict the reaction product. The product is: [C:6]1([C:12]2[S:13][C:14]([C:19]([S:21][CH3:23])=[S:20])=[CH:15][CH:16]=2)[CH:7]=[CH:8][CH:9]=[CH:10][CH:11]=1. (4) Given the reactants [C:1]([O:7][CH2:8][CH3:9])(=[O:6])[CH2:2][C:3]([CH3:5])=O.OC1C(OS(C2C=CC(C)=CC=2)(=O)=O)=C(I)C=CC=1.[NH2:29][C:30]([NH2:32])=[O:31], predict the reaction product. The product is: [CH2:8]([O:7][C:1]([C:2]1[O:31][C:30]([NH2:32])=[N:29][C:3]=1[CH3:5])=[O:6])[CH3:9]. (5) Given the reactants [Br:1][C:2]1[CH:3]=[C:4]2[C:10]([CH3:11])=[N:9][NH:8][C:5]2=[N:6][CH:7]=1.[C:12]([O:16][C:17](O[C:17]([O:16][C:12]([CH3:15])([CH3:14])[CH3:13])=[O:18])=[O:18])([CH3:15])([CH3:14])[CH3:13], predict the reaction product. The product is: [Br:1][C:2]1[CH:3]=[C:4]2[C:10]([CH3:11])=[N:9][N:8]([C:17]([O:16][C:12]([CH3:15])([CH3:14])[CH3:13])=[O:18])[C:5]2=[N:6][CH:7]=1.